This data is from NCI-60 drug combinations with 297,098 pairs across 59 cell lines. The task is: Regression. Given two drug SMILES strings and cell line genomic features, predict the synergy score measuring deviation from expected non-interaction effect. (1) Drug 1: C1=NNC2=C1C(=O)NC=N2. Drug 2: CC(C)CN1C=NC2=C1C3=CC=CC=C3N=C2N. Cell line: NCI-H522. Synergy scores: CSS=0.205, Synergy_ZIP=-0.893, Synergy_Bliss=-3.27, Synergy_Loewe=-4.23, Synergy_HSA=-4.19. (2) Drug 1: CC1C(C(CC(O1)OC2CC(CC3=C2C(=C4C(=C3O)C(=O)C5=C(C4=O)C(=CC=C5)OC)O)(C(=O)CO)O)N)O.Cl. Drug 2: C(CN)CNCCSP(=O)(O)O. Cell line: RPMI-8226. Synergy scores: CSS=12.2, Synergy_ZIP=-4.68, Synergy_Bliss=-1.04, Synergy_Loewe=-57.4, Synergy_HSA=-4.39. (3) Synergy scores: CSS=15.1, Synergy_ZIP=-9.32, Synergy_Bliss=-6.67, Synergy_Loewe=-42.6, Synergy_HSA=-11.5. Drug 1: CN(C)C1=NC(=NC(=N1)N(C)C)N(C)C. Cell line: HT29. Drug 2: CC1CCC2CC(C(=CC=CC=CC(CC(C(=O)C(C(C(=CC(C(=O)CC(OC(=O)C3CCCCN3C(=O)C(=O)C1(O2)O)C(C)CC4CCC(C(C4)OC)O)C)C)O)OC)C)C)C)OC. (4) Drug 1: CC1CCC2CC(C(=CC=CC=CC(CC(C(=O)C(C(C(=CC(C(=O)CC(OC(=O)C3CCCCN3C(=O)C(=O)C1(O2)O)C(C)CC4CCC(C(C4)OC)O)C)C)O)OC)C)C)C)OC. Drug 2: CCC1=C2CN3C(=CC4=C(C3=O)COC(=O)C4(CC)O)C2=NC5=C1C=C(C=C5)O. Cell line: SNB-19. Synergy scores: CSS=6.13, Synergy_ZIP=-5.71, Synergy_Bliss=0.182, Synergy_Loewe=-10.1, Synergy_HSA=-1.12. (5) Drug 1: CCCCCOC(=O)NC1=NC(=O)N(C=C1F)C2C(C(C(O2)C)O)O. Drug 2: C(CN)CNCCSP(=O)(O)O. Cell line: HS 578T. Synergy scores: CSS=-2.80, Synergy_ZIP=4.85, Synergy_Bliss=5.92, Synergy_Loewe=-0.0693, Synergy_HSA=-0.574. (6) Drug 1: C1CC(C1)(C(=O)O)C(=O)O.[NH2-].[NH2-].[Pt+2]. Drug 2: C1=CC=C(C(=C1)C(C2=CC=C(C=C2)Cl)C(Cl)Cl)Cl. Cell line: KM12. Synergy scores: CSS=6.30, Synergy_ZIP=1.10, Synergy_Bliss=3.89, Synergy_Loewe=3.82, Synergy_HSA=1.14.